Dataset: Reaction yield outcomes from USPTO patents with 853,638 reactions. Task: Predict the reaction yield, written as a fraction of the theoretical maximum amount of product (1.0 means a 100% yield; for example, 0.34 means a 34% yield). (1) The reactants are [O:1]=[C:2]1[C:5]2([CH2:9][CH2:8][CH2:7][N:6]2[C:10]([O:12][CH2:13][C:14]2[CH:19]=[CH:18][CH:17]=[CH:16][CH:15]=2)=[O:11])[CH2:4][NH:3]1.Br[CH2:21][C:22]([O:24][CH2:25][CH3:26])=[O:23]. The catalyst is C(#N)C. The product is [CH2:25]([O:24][C:22](=[O:23])[CH2:21][N:3]1[CH2:4][C:5]2([CH2:9][CH2:8][CH2:7][N:6]2[C:10]([O:12][CH2:13][C:14]2[CH:19]=[CH:18][CH:17]=[CH:16][CH:15]=2)=[O:11])[C:2]1=[O:1])[CH3:26]. The yield is 0.750. (2) The reactants are [CH3:1][C:2]([CH3:6])([CH3:5])[CH:3]=O.[CH3:7][O:8][C:9]1[CH:14]=[CH:13][C:12](N)=[CH:11][CH:10]=1.[O-]S([O-])(=O)=O.[Na+].[Na+].[CH2:23]([N:25](CC)CC)C.[CH2:30]([O:37][CH2:38][C:39](Cl)=[O:40])[C:31]1[CH:36]=[CH:35][CH:34]=[CH:33][CH:32]=1. The catalyst is ClCCl. The product is [C:2]([C@H:3]1[N:25]([CH2:23][C:12]2[CH:13]=[CH:14][C:9]([O:8][CH3:7])=[CH:10][CH:11]=2)[C:39](=[O:40])[C@H:38]1[O:37][CH2:30][C:31]1[CH:36]=[CH:35][CH:34]=[CH:33][CH:32]=1)([CH3:6])([CH3:5])[CH3:1]. The yield is 0.920. (3) The reactants are Cl[C:2]1[NH:7][C:6](=[O:8])[NH:5][C:4](=[O:9])[CH:3]=1.Br[CH2:11][C:12]1[CH:17]=[CH:16][C:15]([C:18]2[C:19]([C:24]#[N:25])=[CH:20][CH:21]=[CH:22][CH:23]=2)=[CH:14][C:13]=1[F:26].[C:27](=[O:30])([O-])[O-].[K+].[K+].[OH-].[Na+].[C:35]1(C)C=CC=C[CH:36]=1. The catalyst is C(Cl)(Cl)Cl.CS(C)=O. The product is [O:8]=[C:6]1[NH:5][C:4](=[O:9])[CH:3]=[C:2]([O:30][CH2:27][CH2:35][CH3:36])[N:7]1[CH2:11][C:12]1[CH:17]=[CH:16][C:15]([C:18]2[C:19]([C:24]#[N:25])=[CH:20][CH:21]=[CH:22][CH:23]=2)=[CH:14][C:13]=1[F:26]. The yield is 0.260. (4) The reactants are N[C:2]1[CH:11]=[CH:10][C:9]2[C:4](=[CH:5][C:6]([Br:12])=[CH:7][CH:8]=2)[CH:3]=1.N([O-])=O.[Na+].[Cl:17]CCl. The catalyst is O.Cl.[Cu]Cl. The product is [Br:12][C:6]1[CH:5]=[C:4]2[C:9]([CH:10]=[CH:11][CH:2]=[C:3]2[Cl:17])=[CH:8][CH:7]=1. The yield is 0.430.